This data is from NCI-60 drug combinations with 297,098 pairs across 59 cell lines. The task is: Regression. Given two drug SMILES strings and cell line genomic features, predict the synergy score measuring deviation from expected non-interaction effect. (1) Drug 1: C1=CC(=CC=C1CCC2=CNC3=C2C(=O)NC(=N3)N)C(=O)NC(CCC(=O)O)C(=O)O. Drug 2: C1CC(C1)(C(=O)O)C(=O)O.[NH2-].[NH2-].[Pt+2]. Cell line: NCI-H522. Synergy scores: CSS=45.9, Synergy_ZIP=-5.97, Synergy_Bliss=-2.02, Synergy_Loewe=-6.15, Synergy_HSA=0.832. (2) Drug 1: C1CCN(CC1)CCOC2=CC=C(C=C2)C(=O)C3=C(SC4=C3C=CC(=C4)O)C5=CC=C(C=C5)O. Drug 2: CC1=C2C(C(=O)C3(C(CC4C(C3C(C(C2(C)C)(CC1OC(=O)C(C(C5=CC=CC=C5)NC(=O)C6=CC=CC=C6)O)O)OC(=O)C7=CC=CC=C7)(CO4)OC(=O)C)O)C)OC(=O)C. Cell line: SK-MEL-2. Synergy scores: CSS=29.6, Synergy_ZIP=2.12, Synergy_Bliss=4.40, Synergy_Loewe=-47.6, Synergy_HSA=2.10. (3) Drug 1: COC1=CC(=CC(=C1O)OC)C2C3C(COC3=O)C(C4=CC5=C(C=C24)OCO5)OC6C(C(C7C(O6)COC(O7)C8=CC=CS8)O)O. Drug 2: CC1CCCC2(C(O2)CC(NC(=O)CC(C(C(=O)C(C1O)C)(C)C)O)C(=CC3=CSC(=N3)C)C)C. Cell line: 786-0. Synergy scores: CSS=25.6, Synergy_ZIP=-0.848, Synergy_Bliss=-1.38, Synergy_Loewe=-1.30, Synergy_HSA=-1.53. (4) Drug 1: C1=CC(=CC=C1CCCC(=O)O)N(CCCl)CCCl. Drug 2: CCC1(CC2CC(C3=C(CCN(C2)C1)C4=CC=CC=C4N3)(C5=C(C=C6C(=C5)C78CCN9C7C(C=CC9)(C(C(C8N6C)(C(=O)OC)O)OC(=O)C)CC)OC)C(=O)OC)O.OS(=O)(=O)O. Cell line: OVCAR-8. Synergy scores: CSS=39.1, Synergy_ZIP=-7.40, Synergy_Bliss=-4.53, Synergy_Loewe=-12.3, Synergy_HSA=-2.28. (5) Drug 1: C1=CC(=C2C(=C1NCCNCCO)C(=O)C3=C(C=CC(=C3C2=O)O)O)NCCNCCO. Drug 2: CN(CCCl)CCCl.Cl. Cell line: MALME-3M. Synergy scores: CSS=15.9, Synergy_ZIP=-12.5, Synergy_Bliss=-2.52, Synergy_Loewe=-6.19, Synergy_HSA=-1.51. (6) Cell line: 786-0. Drug 1: C1CN1P(=S)(N2CC2)N3CC3. Drug 2: CCCCC(=O)OCC(=O)C1(CC(C2=C(C1)C(=C3C(=C2O)C(=O)C4=C(C3=O)C=CC=C4OC)O)OC5CC(C(C(O5)C)O)NC(=O)C(F)(F)F)O. Synergy scores: CSS=17.2, Synergy_ZIP=-2.23, Synergy_Bliss=-1.06, Synergy_Loewe=-14.8, Synergy_HSA=-0.327.